This data is from Full USPTO retrosynthesis dataset with 1.9M reactions from patents (1976-2016). The task is: Predict the reactants needed to synthesize the given product. (1) Given the product [Br:1][CH:24]1[CH2:25][CH2:26][C:27]2[N:19]([S:9]([C:12]3[CH:13]=[CH:14][C:15]([CH3:16])=[CH:17][CH:18]=3)(=[O:11])=[O:10])[N:20]=[CH:21][C:22]=2[C:23]1=[O:28], predict the reactants needed to synthesize it. The reactants are: [Br:1]N1C(=O)CCC1=O.[S:9]([N:19]1[C:27]2[CH2:26][CH2:25][CH2:24][C:23](=[O:28])[C:22]=2[CH:21]=[N:20]1)([C:12]1[CH:18]=[CH:17][C:15]([CH3:16])=[CH:14][CH:13]=1)(=[O:11])=[O:10].C([O-])(O)=O.[Na+]. (2) Given the product [Cl:1][C:2]1[CH:7]=[C:6]([C:8]#[C:9][C:10]2[N:11]=[C:12]([CH3:23])[N:13]([C:15]3[CH:20]=[C:19]([F:21])[CH:18]=[C:17]([F:22])[CH:16]=3)[C:14]=2[CH3:24])[CH:5]=[CH:4][N:3]=1, predict the reactants needed to synthesize it. The reactants are: [Cl:1][C:2]1[CH:7]=[C:6]([C:8]#[C:9][C:10]2[N:11]=[C:12]([CH3:23])[N:13]([C:15]3[CH:20]=[C:19]([F:21])[CH:18]=[C:17]([F:22])[CH:16]=3)[CH:14]=2)[CH:5]=[CH:4][N:3]=1.[CH:24]([N-]C(C)C)(C)C.[Li+]. (3) Given the product [CH:1]1([CH2:6][C@H:7]([C:11]2[CH:16]=[CH:15][CH:14]=[C:13]([S:17]([CH3:20])(=[O:19])=[O:18])[CH:12]=2)[C:8]([NH:36][C:37]2[CH:41]=[CH:40][N:39]([CH2:42][C:43]([OH:45])([CH3:44])[CH3:46])[N:38]=2)=[O:10])[CH2:2][CH2:3][CH2:4][CH2:5]1, predict the reactants needed to synthesize it. The reactants are: [CH:1]1([CH2:6][C@H:7]([C:11]2[CH:16]=[CH:15][CH:14]=[C:13]([S:17]([CH3:20])(=[O:19])=[O:18])[CH:12]=2)[C:8]([OH:10])=O)[CH2:5][CH2:4][CH2:3][CH2:2]1.C(Cl)(=O)C(Cl)=O.CCN(C(C)C)C(C)C.[NH2:36][C:37]1[CH:41]=[CH:40][N:39]([CH2:42][C:43]([CH3:46])([OH:45])[CH3:44])[N:38]=1. (4) Given the product [N:1]([C:4]([CH3:10])([CH3:9])[CH2:5][C:6]([Cl:13])=[O:7])=[N+:2]=[N-:3], predict the reactants needed to synthesize it. The reactants are: [N:1]([C:4]([CH3:10])([CH3:9])[CH2:5][C:6](O)=[O:7])=[N+:2]=[N-:3].S(Cl)([Cl:13])=O. (5) The reactants are: [Cl:1][C:2]1[CH:3]=[C:4]([C:9]2([C:29]([F:32])([F:31])[F:30])[O:13][N:12]=[C:11]([C:14]3[CH:27]=[CH:26][C:17]([C:18]([NH:20][C:21]([NH:23][CH2:24][CH3:25])=[O:22])=[O:19])=[C:16]([CH3:28])[CH:15]=3)[CH2:10]2)[CH:5]=[C:6]([Cl:8])[CH:7]=1.C[Si](C)(C)N[Si](C)(C)C.[Li].Cl[C:44]([O:46][CH3:47])=[O:45]. Given the product [Cl:1][C:2]1[CH:3]=[C:4]([C:9]2([C:29]([F:30])([F:32])[F:31])[O:13][N:12]=[C:11]([C:14]3[CH:27]=[CH:26][C:17]([C:18]([NH:20][C:21]([N:23]([CH2:24][CH3:25])[C:44]([O:46][CH3:47])=[O:45])=[O:22])=[O:19])=[C:16]([CH3:28])[CH:15]=3)[CH2:10]2)[CH:5]=[C:6]([Cl:8])[CH:7]=1, predict the reactants needed to synthesize it. (6) Given the product [C:11]1([C:7]2[CH:8]=[C:9]3[C:4](=[CH:5][CH:6]=2)[NH:3][CH:2]=[CH:10]3)[CH:16]=[CH:15][CH:14]=[CH:13][CH:12]=1, predict the reactants needed to synthesize it. The reactants are: Br[C:2]1[NH:3][C:4]2[C:9]([CH:10]=1)=[CH:8][CH:7]=[CH:6][CH:5]=2.[C:11]1(B(O)O)[CH:16]=[CH:15][CH:14]=[CH:13][CH:12]=1.C([O-])([O-])=O.[Na+].[Na+]. (7) Given the product [Cl:14][C:15]1[CH:33]=[C:32]([Cl:34])[C:31]([OH:35])=[CH:30][C:16]=1[O:17][C:18]1[N:22]([CH3:23])[N:21]=[C:20]([C:24]([F:26])([F:25])[F:27])[C:19]=1/[CH:28]=[CH:3]/[C:1]#[N:2], predict the reactants needed to synthesize it. The reactants are: [C:1]([CH2:3]P(=O)(OCC)OCC)#[N:2].[H-].[Na+].[Cl:14][C:15]1[CH:33]=[C:32]([Cl:34])[C:31]([OH:35])=[CH:30][C:16]=1[O:17][C:18]1[N:22]([CH3:23])[N:21]=[C:20]([C:24]([F:27])([F:26])[F:25])[C:19]=1[CH:28]=O.[Cl-].[NH4+]. (8) Given the product [C:37]([C:36]1[CH:39]=[CH:40][C:33]([NH:32][C:2]2[C:10]3[O:9][CH2:8][C@@H:7]([N:11]([C:26](=[O:31])[C:27]([F:30])([F:29])[F:28])[C:12]4[CH:25]=[CH:24][C:15]5[C@H:16]([CH2:19][C:20]([O:22][CH3:23])=[O:21])[CH2:17][O:18][C:14]=5[CH:13]=4)[C:6]=3[CH:5]=[CH:4][CH:3]=2)=[CH:34][CH:35]=1)#[N:38], predict the reactants needed to synthesize it. The reactants are: Br[C:2]1[C:10]2[O:9][CH2:8][C@@H:7]([N:11]([C:26](=[O:31])[C:27]([F:30])([F:29])[F:28])[C:12]3[CH:25]=[CH:24][C:15]4[C@H:16]([CH2:19][C:20]([O:22][CH3:23])=[O:21])[CH2:17][O:18][C:14]=4[CH:13]=3)[C:6]=2[CH:5]=[CH:4][CH:3]=1.[NH2:32][C:33]1[CH:40]=[CH:39][C:36]([C:37]#[N:38])=[CH:35][CH:34]=1.C(=O)([O-])[O-].[Cs+].[Cs+].